This data is from Forward reaction prediction with 1.9M reactions from USPTO patents (1976-2016). The task is: Predict the product of the given reaction. (1) Given the reactants [CH3:1][O:2][C:3]1[CH:4]=[C:5]2[C:10](=[CH:11][CH:12]=1)[CH:9]([CH2:13][C:14]1[CH:19]=[CH:18][C:17]([O:20][CH2:21][C:22]3[CH:27]=[CH:26][CH:25]=[CH:24][CH:23]=3)=[CH:16][CH:15]=1)[NH:8][CH2:7][CH2:6]2.[CH3:28][C:29]([CH3:31])=O.P([O-])(O)(O)=O.[Na+].C([BH3-])#N.[Na+], predict the reaction product. The product is: [CH3:1][O:2][C:3]1[CH:4]=[C:5]2[C:10](=[CH:11][CH:12]=1)[CH:9]([CH2:13][C:14]1[CH:19]=[CH:18][C:17]([O:20][CH2:21][C:22]3[CH:27]=[CH:26][CH:25]=[CH:24][CH:23]=3)=[CH:16][CH:15]=1)[N:8]([CH:29]([CH3:31])[CH3:28])[CH2:7][CH2:6]2. (2) Given the reactants [Br:1][C:2]1[CH:3]=[C:4]([C:15]([OH:17])=O)[N:5]([C:8]2[C:13]([Cl:14])=[CH:12][CH:11]=[CH:10][N:9]=2)[C:6]=1[Cl:7].[NH2:18][C:19]1[C:27]([Br:28])=[CH:26][C:25]([Br:29])=[CH:24][C:20]=1[C:21](O)=[O:22].BrC1C=C(C(O)=O)N(C2C(Cl)=CC=CN=2)C=1.NC1C(C)=CC(Cl)=CC=1C(O)=O, predict the reaction product. The product is: [Br:1][C:2]1[CH:3]=[C:4]([C:15]2[O:17][C:21](=[O:22])[C:20]3[CH:24]=[C:25]([Br:29])[CH:26]=[C:27]([Br:28])[C:19]=3[N:18]=2)[N:5]([C:8]2[C:13]([Cl:14])=[CH:12][CH:11]=[CH:10][N:9]=2)[C:6]=1[Cl:7]. (3) Given the reactants [NH2:1][C@@H:2]([CH3:11])[C:3]([NH:5][CH2:6][C:7]([F:10])([F:9])[F:8])=[O:4].[Cl:12][C:13]1[N:18]=[C:17](Cl)[CH:16]=[CH:15][N:14]=1, predict the reaction product. The product is: [Cl:12][C:13]1[N:18]=[C:17]([NH:1][C@@H:2]([CH3:11])[C:3]([NH:5][CH2:6][C:7]([F:8])([F:9])[F:10])=[O:4])[CH:16]=[CH:15][N:14]=1. (4) Given the reactants [CH3:1][O:2][C:3](=[O:36])/[CH:4]=[CH:5]/[C:6]1[CH:7]=[CH:8][C:9]2[O:26][C:13]3([CH2:18][CH2:17][N:16](C(OC(C)(C)C)=O)[CH2:15][CH2:14]3)[N:12]([CH2:27][C:28]3[CH:33]=[CH:32][CH:31]=[CH:30][CH:29]=3)[C:11](=[O:34])[C:10]=2[CH:35]=1.Cl.COC(=O)/C=C/C1C=C2C(=CC=1)OC1(CCNCC1)CC2=O, predict the reaction product. The product is: [CH3:1][O:2][C:3](=[O:36])/[CH:4]=[CH:5]/[C:6]1[CH:7]=[CH:8][C:9]2[O:26][C:13]3([CH2:18][CH2:17][NH:16][CH2:15][CH2:14]3)[N:12]([CH2:27][C:28]3[CH:29]=[CH:30][CH:31]=[CH:32][CH:33]=3)[C:11](=[O:34])[C:10]=2[CH:35]=1. (5) The product is: [CH2:16]([N:4]([CH2:1][CH2:2][CH3:3])[CH2:5][CH2:6][CH2:7][NH2:8])[CH2:17][CH3:18]. Given the reactants [CH2:1]([N:4]([CH2:16][CH2:17][CH3:18])[CH2:5][CH2:6][CH2:7][NH:8]C(OC(C)(C)C)=O)[CH2:2][CH3:3].Cl.O1CCOCC1, predict the reaction product. (6) Given the reactants N[C:2]12[CH2:8][C:5]([C:9]([OH:11])=[O:10])([CH2:6][CH2:7]1)[CH2:4][CH2:3]2.C(O)(=[O:14])C.N([O-])=O.[Na+].[OH-].[K+], predict the reaction product. The product is: [OH:14][C:2]12[CH2:8][C:5]([C:9]([OH:11])=[O:10])([CH2:6][CH2:7]1)[CH2:4][CH2:3]2. (7) Given the reactants [NH2:1][CH:2]1[C:11]2[C:6](=[CH:7][CH:8]=[C:9]([NH:12][C:13]([C:15]3[C:24](=[O:25])[C:23]4[C:18](=[CH:19][CH:20]=[CH:21][CH:22]=4)[NH:17][CH:16]=3)=[O:14])[CH:10]=2)[CH2:5][CH2:4][CH2:3]1.Cl[C:27]([O:29][CH2:30][CH3:31])=[O:28], predict the reaction product. The product is: [CH2:30]([O:29][C:27]([NH:1][CH:2]1[C:11]2[C:6](=[CH:7][CH:8]=[C:9]([NH:12][C:13]([C:15]3[C:24](=[O:25])[C:23]4[C:18](=[CH:19][CH:20]=[CH:21][CH:22]=4)[NH:17][CH:16]=3)=[O:14])[CH:10]=2)[CH2:5][CH2:4][CH2:3]1)=[O:28])[CH3:31].